Dataset: Forward reaction prediction with 1.9M reactions from USPTO patents (1976-2016). Task: Predict the product of the given reaction. (1) Given the reactants C(N1C2C(=CC(N[C:18]([NH:20][C:21]3[CH:26]=[C:25]([Cl:27])[CH:24]=[CH:23][C:22]=3[O:28][CH3:29])=[O:19])=CC=2)C(=O)N1)C1C=CC=CC=1.C(N1C2C(=CC([N+]([O-])=O)=CC=2)C(=O)N1)C1C=CC=CC=1, predict the reaction product. The product is: [Cl:27][C:25]1[CH:24]=[CH:23][C:22]([O:28][CH3:29])=[C:21]([N:20]=[C:18]=[O:19])[CH:26]=1. (2) Given the reactants C([Li])CCC.Br[C:7]1[CH:12]=[CH:11][C:10]([C:13]([F:16])([F:15])[F:14])=[CH:9][CH:8]=1.[CH3:17][C:18]1[C:23]([F:24])=[C:22]([O:25][C:26]2[CH:31]=[CH:30][CH:29]=[C:28]([C:32]([F:35])([F:34])[F:33])[CH:27]=2)[N:21]=[C:20](F)[C:19]=1[F:37], predict the reaction product. The product is: [F:24][C:23]1[C:22]([O:25][C:26]2[CH:31]=[CH:30][CH:29]=[C:28]([C:32]([F:33])([F:34])[F:35])[CH:27]=2)=[N:21][C:20]([C:7]2[CH:12]=[CH:11][C:10]([C:13]([F:16])([F:15])[F:14])=[CH:9][CH:8]=2)=[C:19]([F:37])[C:18]=1[CH3:17]. (3) Given the reactants F[C:2]1[CH:11]=[C:10]2[C:5]([C:6](=[O:12])[NH:7][CH:8]=[N:9]2)=[CH:4][CH:3]=1.[NH:13]1[CH2:18][CH2:17][CH:16]([N:19]2[CH2:24][CH2:23][O:22][CH2:21][CH2:20]2)[CH2:15][CH2:14]1, predict the reaction product. The product is: [N:19]1([CH:16]2[CH2:17][CH2:18][N:13]([C:2]3[CH:11]=[C:10]4[C:5]([C:6](=[O:12])[NH:7][CH:8]=[N:9]4)=[CH:4][CH:3]=3)[CH2:14][CH2:15]2)[CH2:24][CH2:23][O:22][CH2:21][CH2:20]1. (4) Given the reactants [CH:1]1([N:5]2[CH2:11][CH2:10][C:9]3[S:12][C:13]([CH:15]4[CH2:20][CH2:19][N:18]([C:21]5[CH:22]=[N:23][C:24]([C:27]([N:29]6C=CN=[CH:30]6)=[O:28])=[CH:25][CH:26]=5)[CH2:17][CH2:16]4)=[N:14][C:8]=3[CH2:7][CH2:6]2)[CH2:4][CH2:3][CH2:2]1.CN.C1COCC1, predict the reaction product. The product is: [CH:1]1([N:5]2[CH2:11][CH2:10][C:9]3[S:12][C:13]([CH:15]4[CH2:20][CH2:19][N:18]([C:21]5[CH:26]=[CH:25][C:24]([C:27]([NH:29][CH3:30])=[O:28])=[N:23][CH:22]=5)[CH2:17][CH2:16]4)=[N:14][C:8]=3[CH2:7][CH2:6]2)[CH2:2][CH2:3][CH2:4]1. (5) Given the reactants [CH:1]([C:3]1[CH:12]=[CH:11][CH:10]=[CH:9][C:4]=1[C:5]([O:7][CH3:8])=[O:6])=O.[C:13]1([C@H:19]([NH:21][C:22](=[S:25])[NH:23][NH2:24])[CH3:20])[CH:18]=[CH:17][CH:16]=[CH:15][CH:14]=1, predict the reaction product. The product is: [C:13]1([C@H:19]([NH:21][C:22](=[S:25])[NH:23]/[N:24]=[CH:1]/[C:3]2[CH:12]=[CH:11][CH:10]=[CH:9][C:4]=2[C:5]([O:7][CH3:8])=[O:6])[CH3:20])[CH:14]=[CH:15][CH:16]=[CH:17][CH:18]=1.